Dataset: Full USPTO retrosynthesis dataset with 1.9M reactions from patents (1976-2016). Task: Predict the reactants needed to synthesize the given product. (1) Given the product [CH3:19][C:7]1[CH:6]=[C:5]([S:2][CH3:1])[C:18]2[C:9](=[C:10]3[C:15](=[CH:16][CH:17]=2)[CH:14]=[CH:13][CH:12]=[N:11]3)[N:8]=1, predict the reactants needed to synthesize it. The reactants are: [CH3:1][S-:2].[Na+].Cl[C:5]1[C:18]2[C:9](=[C:10]3[C:15](=[CH:16][CH:17]=2)[CH:14]=[CH:13][CH:12]=[N:11]3)[N:8]=[C:7]([CH3:19])[CH:6]=1. (2) Given the product [C:1]([O-:10])(=[O:9])[C:2]1[C:3](=[CH:5][CH:6]=[CH:7][CH:8]=1)[OH:4].[Ti+4:15].[C:1]([O-:10])(=[O:9])[C:2]1[C:3](=[CH:5][CH:6]=[CH:7][CH:8]=1)[OH:4].[C:1]([O-:10])(=[O:9])[C:2]1[C:3](=[CH:5][CH:6]=[CH:7][CH:8]=1)[OH:4].[C:1]([O-:10])(=[O:9])[C:2]1[C:3](=[CH:5][CH:6]=[CH:7][CH:8]=1)[OH:4], predict the reactants needed to synthesize it. The reactants are: [C:1]([OH:10])(=[O:9])[C:2]1[C:3](=[CH:5][CH:6]=[CH:7][CH:8]=1)[OH:4].CC(C)[O-].[Ti+4:15].CC(C)[O-].CC(C)[O-].CC(C)[O-].